Dataset: Reaction yield outcomes from USPTO patents with 853,638 reactions. Task: Predict the reaction yield, written as a fraction of the theoretical maximum amount of product (1.0 means a 100% yield; for example, 0.34 means a 34% yield). (1) The reactants are C(O[C:4]([C:6]1[CH:7]=[N:8][C:9]2[C:14]([C:15]=1Cl)=[N:13][C:12]([F:17])=[CH:11][CH:10]=2)=[O:5])C.[C:18]1([NH:24][NH2:25])[CH:23]=[CH:22][CH:21]=[CH:20][CH:19]=1. The catalyst is C(N(CC)CC)C. The product is [F:17][C:12]1[CH:11]=[CH:10][C:9]2[NH:8][CH:7]=[C:6]3[C:4](=[O:5])[N:24]([C:18]4[CH:23]=[CH:22][CH:21]=[CH:20][CH:19]=4)[N:25]=[C:15]3[C:14]=2[N:13]=1. The yield is 0.850. (2) The reactants are [Cl-].[Ce+3].[Cl-].[Cl-].[BH4-:5].[Na+].[O:7]1[C:11]2[CH:12]=[CH:13][C:14]([PH:16](=O)[C:17]3[CH:25]=[CH:24][C:20]4[O:21][CH2:22][O:23][C:19]=4[CH:18]=3)=[CH:15][C:10]=2[O:9][CH2:8]1.[H-].[Al+3].[Li+].[H-].[H-].[H-].Cl. The catalyst is C1COCC1.C1(C)C=CC=CC=1. The product is [O:7]1[C:11]2[CH:12]=[CH:13][C:14]([PH:16][C:17]3[CH:25]=[CH:24][C:20]4[O:21][CH2:22][O:23][C:19]=4[CH:18]=3)=[CH:15][C:10]=2[O:9][CH2:8]1.[BH3:5]. The yield is 0.691. (3) The reactants are N[C:2]1[CH:18]=[C:17]([C:19]([F:22])([F:21])[F:20])[C:5]2[N:6]([C:10]3[CH:15]=[CH:14][CH:13]=[C:12]([Cl:16])[CH:11]=3)[C:7](=[O:9])[NH:8][C:4]=2[CH:3]=1.[C:23]([Cu])#[N:24].N(OC(C)(C)C)=O.O. The catalyst is CS(C)=O. The product is [Cl:16][C:12]1[CH:11]=[C:10]([N:6]2[C:5]3[C:17]([C:19]([F:21])([F:22])[F:20])=[CH:18][C:2]([C:23]#[N:24])=[CH:3][C:4]=3[NH:8][C:7]2=[O:9])[CH:15]=[CH:14][CH:13]=1. The yield is 0.240. (4) The reactants are Cl.[NH2:2][C@@H:3]1[CH2:12][CH2:11][CH2:10][C:9]2[C:8]([C:13]3[S:17][C:16]([C:18]4[CH:19]=[CH:20][C:21]([O:26][CH:27]([CH3:29])[CH3:28])=[C:22]([CH:25]=4)[C:23]#[N:24])=[N:15][N:14]=3)=[CH:7][CH:6]=[CH:5][C:4]1=2.[CH3:30][S:31]([CH:34]=[CH2:35])(=[O:33])=[O:32]. The catalyst is CC(N(C)C)=O. The product is [CH:27]([O:26][C:21]1[CH:20]=[CH:19][C:18]([C:16]2[S:17][C:13]([C:8]3[C:9]4[CH2:10][CH2:11][CH2:12][C@@H:3]([NH:2][CH2:35][CH2:34][S:31]([CH3:30])(=[O:33])=[O:32])[C:4]=4[CH:5]=[CH:6][CH:7]=3)=[N:14][N:15]=2)=[CH:25][C:22]=1[C:23]#[N:24])([CH3:29])[CH3:28]. The yield is 0.430. (5) The reactants are [CH2:1]([NH2:5])[CH:2]([CH3:4])[CH3:3].[CH2:6]=[C:7]1[O:11][C:9](=[O:10])[CH2:8]1. The catalyst is O1CCCC1. The product is [CH3:3][CH:2]([CH3:4])[CH2:1][NH:5][C:9](=[O:10])[CH2:8][C:7](=[O:11])[CH3:6]. The yield is 0.720. (6) The reactants are [CH3:1][C:2]1[C:3]([CH2:18][N:19]2C(=O)C3C(=CC=CC=3)C2=O)=[CH:4][C:5]([C:8]2[CH:9]=[N:10][C:11]([C:14]([F:17])([F:16])[F:15])=[N:12][CH:13]=2)=[N:6][CH:7]=1.NN.O. The catalyst is CO. The product is [CH3:1][C:2]1[C:3]([CH2:18][NH2:19])=[CH:4][C:5]([C:8]2[CH:13]=[N:12][C:11]([C:14]([F:17])([F:16])[F:15])=[N:10][CH:9]=2)=[N:6][CH:7]=1. The yield is 0.740.